Task: Predict the reactants needed to synthesize the given product.. Dataset: Full USPTO retrosynthesis dataset with 1.9M reactions from patents (1976-2016) (1) Given the product [Cl:15][C:16]1[C:23]([CH3:24])=[C:22]([NH:1][CH2:2][C:3]([CH3:14])([CH3:26])[CH2:4][CH:5]([OH:7])[C:8]2[CH:9]=[N:10][CH:11]=[CH:12][CH:13]=2)[CH:21]=[CH:20][C:17]=1[C:18]#[N:19], predict the reactants needed to synthesize it. The reactants are: [NH2:1][CH2:2][CH:3]([CH3:14])[CH2:4][C:5]([C:8]1[CH:9]=[N:10][CH:11]=[CH:12][CH:13]=1)([OH:7])C.[Cl:15][C:16]1[C:23]([CH3:24])=[C:22](F)[CH:21]=[CH:20][C:17]=1[C:18]#[N:19].[CH3:26]N1C(=O)CCC1. (2) The reactants are: [CH3:1][O:2][C:3]([C:5]1[C:6](=[O:17])[S:7][C:8]2[C:13]([C:14]=1[OH:15])=[CH:12][C:11](Br)=[CH:10][CH:9]=2)=[O:4].[F:18][C:19]([F:30])([F:29])[C:20]1[CH:25]=[CH:24][CH:23]=[CH:22][C:21]=1B(O)O. Given the product [CH3:1][O:2][C:3]([C:5]1[C:6](=[O:17])[S:7][C:8]2[C:13]([C:14]=1[OH:15])=[CH:12][C:11]([C:21]1[CH:22]=[CH:23][CH:24]=[CH:25][C:20]=1[C:19]([F:30])([F:29])[F:18])=[CH:10][CH:9]=2)=[O:4], predict the reactants needed to synthesize it. (3) The reactants are: [CH2:1]([O:5][C:6]1[C:15]2[C:10](=[CH:11][CH:12]=[C:13]([C:16](O)=[O:17])[CH:14]=2)[C:9](=[O:19])[N:8]([CH2:20][CH:21]([CH3:23])[CH3:22])[C:7]=1[CH2:24][NH:25][C:26]([O:28][C:29]([CH3:32])([CH3:31])[CH3:30])=[O:27])[CH2:2][CH2:3][CH3:4].Cl.[CH3:34][NH:35][O:36][CH3:37].Cl.C(N=C=NCCCN(C)C)C.ON1C2C=CC=CC=2N=N1.C(N(CC)CC)C. Given the product [CH2:1]([O:5][C:6]1[C:15]2[C:10](=[CH:11][CH:12]=[C:13]([C:16]([N:35]([O:36][CH3:37])[CH3:34])=[O:17])[CH:14]=2)[C:9](=[O:19])[N:8]([CH2:20][CH:21]([CH3:22])[CH3:23])[C:7]=1[CH2:24][NH:25][C:26](=[O:27])[O:28][C:29]([CH3:32])([CH3:30])[CH3:31])[CH2:2][CH2:3][CH3:4], predict the reactants needed to synthesize it. (4) Given the product [CH3:16][C:5]([S:7]([CH:10]1[CH2:11][CH2:12][O:13][CH2:14][CH2:15]1)(=[O:8])=[O:9])([CH3:6])[C:4]([OH:17])=[O:3], predict the reactants needed to synthesize it. The reactants are: C([O:3][C:4](=[O:17])[C:5]([CH3:16])([S:7]([CH:10]1[CH2:15][CH2:14][O:13][CH2:12][CH2:11]1)(=[O:9])=[O:8])[CH3:6])C.[OH-].[Na+]. (5) The reactants are: [O:1]1[C:5]2[CH:6]=[CH:7][CH:8]=[CH:9][C:4]=2[CH:3]=[C:2]1[C:10]1[N:14]2[N:15]=[C:16](Cl)[CH:17]=[CH:18][C:13]2=[N:12][CH:11]=1.Cl.[NH:21]1[CH2:25][CH2:24][C@H:23]([CH2:26][OH:27])[CH2:22]1.C(=O)([O-])O.[Na+]. Given the product [O:1]1[C:5]2[CH:6]=[CH:7][CH:8]=[CH:9][C:4]=2[CH:3]=[C:2]1[C:10]1[N:14]2[N:15]=[C:16]([N:21]3[CH2:25][CH2:24][C@H:23]([CH2:26][OH:27])[CH2:22]3)[CH:17]=[CH:18][C:13]2=[N:12][CH:11]=1, predict the reactants needed to synthesize it. (6) Given the product [CH3:23][O:11][C:10](=[O:12])[CH2:9][C:6]1[CH:5]=[CH:4][C:3]([S:2][C:1]2[CH:15]=[CH:16][C:17]([CH:21]=[O:22])=[C:18]([CH3:20])[N:19]=2)=[CH:8][CH:7]=1, predict the reactants needed to synthesize it. The reactants are: [CH3:1][S:2][C:3]1[CH:8]=[CH:7][C:6]([CH2:9][C:10]([O-:12])=[O:11])=[CH:5][CH:4]=1.ClC1[N:19]=[C:18]([CH3:20])[C:17]([CH:21]=[O:22])=[CH:16][CH:15]=1.[C:23]([O-])([O-])=O.[K+].[K+].